From a dataset of Forward reaction prediction with 1.9M reactions from USPTO patents (1976-2016). Predict the product of the given reaction. The product is: [CH3:19][C:3]1[C:2]([B:23]2[O:24][C:25]([CH3:27])([CH3:26])[C:21]([CH3:28])([CH3:20])[O:22]2)=[C:6]([CH2:7][O:8][Si:9]([CH:16]([CH3:18])[CH3:17])([CH:13]([CH3:15])[CH3:14])[CH:10]([CH3:12])[CH3:11])[O:5][N:4]=1. Given the reactants Br[C:2]1[C:3]([CH3:19])=[N:4][O:5][C:6]=1[CH2:7][O:8][Si:9]([CH:16]([CH3:18])[CH3:17])([CH:13]([CH3:15])[CH3:14])[CH:10]([CH3:12])[CH3:11].[CH3:20][C:21]1([CH3:28])[C:25]([CH3:27])([CH3:26])[O:24][BH:23][O:22]1.C(N(CC)CC)C, predict the reaction product.